This data is from Full USPTO retrosynthesis dataset with 1.9M reactions from patents (1976-2016). The task is: Predict the reactants needed to synthesize the given product. (1) Given the product [CH:2]([C:3]1[CH:21]=[CH:20][C:6]([C:7]([NH:9][C:10]2[CH:15]=[CH:14][CH:13]=[C:12]([C:16]([F:19])([F:17])[F:18])[CH:11]=2)=[O:8])=[CH:5][C:4]=1[C:22]1[CH:27]=[CH:26][N:25]=[C:24]([N:28]2[CH2:33][CH2:32][O:31][CH2:30][CH2:29]2)[CH:23]=1)=[O:1], predict the reactants needed to synthesize it. The reactants are: [OH:1][CH2:2][C:3]1[CH:21]=[CH:20][C:6]([C:7]([NH:9][C:10]2[CH:15]=[CH:14][CH:13]=[C:12]([C:16]([F:19])([F:18])[F:17])[CH:11]=2)=[O:8])=[CH:5][C:4]=1[C:22]1[CH:27]=[CH:26][N:25]=[C:24]([N:28]2[CH2:33][CH2:32][O:31][CH2:30][CH2:29]2)[CH:23]=1. (2) Given the product [CH3:28][CH2:27][N:18]([C:19]1[CH:20]=[CH:21][C:22]([NH2:35])=[C:49]([CH3:50])[CH:48]=1)[CH2:23][CH3:24], predict the reactants needed to synthesize it. The reactants are: OP([O-])(O)=O.[K+].[OH-].[Na+].S([O-])([O-])(=O)=O.C([N+:18]([CH2:27][CH2:28]CC)([CH2:23][CH2:24]CC)[CH2:19][CH2:20][CH2:21][CH3:22])CCC.C([N+:35](CCCC)(CCCC)CCCC)CCC.[CH3:48][CH2:49][CH2:50]CCC. (3) Given the product [C:36]([C:40]1[CH:44]=[C:43]([NH:45][C:46]([NH:1][CH2:2][C:3]2[CH:28]=[CH:27][CH:26]=[CH:25][C:4]=2[CH2:5][O:6][C:7]2[N:12]=[CH:11][N:10]([CH2:13][C:14]3[CH:19]=[CH:18][C:17]([O:20][CH3:21])=[CH:16][CH:15]=3)[C:9](=[O:22])[C:8]=2[CH2:23][CH3:24])=[O:47])[N:42]([C:58]2[CH:63]=[CH:62][C:61]([CH3:64])=[CH:60][CH:59]=2)[N:41]=1)([CH3:39])([CH3:38])[CH3:37], predict the reactants needed to synthesize it. The reactants are: [NH2:1][CH2:2][C:3]1[CH:28]=[CH:27][CH:26]=[CH:25][C:4]=1[CH2:5][O:6][C:7]1[N:12]=[CH:11][N:10]([CH2:13][C:14]2[CH:19]=[CH:18][C:17]([O:20][CH3:21])=[CH:16][CH:15]=2)[C:9](=[O:22])[C:8]=1[CH2:23][CH3:24].C(N(CC)CC)C.[C:36]([C:40]1[CH:44]=[C:43]([NH:45][C:46](=O)[O:47]C2C=CC([N+]([O-])=O)=CC=2)[N:42]([C:58]2[CH:63]=[CH:62][C:61]([CH3:64])=[CH:60][CH:59]=2)[N:41]=1)([CH3:39])([CH3:38])[CH3:37].BrC1C(=O)N(CC2C=CC(OC)=CC=2)C(C)=CC=1OCC1C=CC=CC=1CNC(NC1N(C2C=CC(C)=CC=2)N=C(C(C)(C)C)C=1)=O.